From a dataset of Forward reaction prediction with 1.9M reactions from USPTO patents (1976-2016). Predict the product of the given reaction. (1) Given the reactants [C:1]([C:3]1[CH:8]=[CH:7][N:6]=[C:5]([N:9]2[C:16]3[C@@H:15]4[CH2:17][C@@H:14]4[CH2:13][C:12]=3[C:11]([C:18](O)=[O:19])=[N:10]2)[CH:4]=1)#[N:2].[NH2:21][C:22]([CH3:27])([CH2:25][OH:26])[CH2:23][OH:24].C(N(CC)CC)C.CN(C(ON1N=NC2C=CC=NC1=2)=[N+](C)C)C.F[P-](F)(F)(F)(F)F, predict the reaction product. The product is: [OH:24][CH2:23][C:22]([NH:21][C:18]([C:11]1[C:12]2[CH2:13][C@H:14]3[CH2:17][C@H:15]3[C:16]=2[N:9]([C:5]2[CH:4]=[C:3]([C:1]#[N:2])[CH:8]=[CH:7][N:6]=2)[N:10]=1)=[O:19])([CH2:25][OH:26])[CH3:27]. (2) Given the reactants [Cl:1][C:2]1[CH:7]=[CH:6][C:5]([C:8]2[N:12](S(C3C=CC(C)=CC=3)(=O)=O)[N:11]=[C:10]([CH:23]3[CH2:28][CH2:27][N:26]([C:29](=[O:31])[CH3:30])[CH2:25][CH2:24]3)[C:9]=2[C:32]2[CH:37]=[CH:36][N:35]=[CH:34][N:33]=2)=[CH:4][CH:3]=1.C(=O)([O-])[O-].[K+].[K+], predict the reaction product. The product is: [C:29]([N:26]1[CH2:25][CH2:24][CH:23]([C:10]2[C:9]([C:32]3[CH:37]=[CH:36][N:35]=[CH:34][N:33]=3)=[C:8]([C:5]3[CH:4]=[CH:3][C:2]([Cl:1])=[CH:7][CH:6]=3)[NH:12][N:11]=2)[CH2:28][CH2:27]1)(=[O:31])[CH3:30]. (3) Given the reactants C(N(CC)CC)C.[N+:8]([C:11]1[N:12]=[C:13]2[N:18]([CH:19]=1)[CH2:17][CH2:16][C@H:15]([CH2:20][O:21][C:22]1[CH:27]=[CH:26][C:25]([N:28]3[CH2:33][CH2:32][NH:31][CH2:30][CH2:29]3)=[CH:24][CH:23]=1)[O:14]2)([O-:10])=[O:9].[CH:34]([O:36][CH2:37][CH2:38]Cl)=[O:35].Cl, predict the reaction product. The product is: [CH2:37]([O:36][C:34]([N:31]1[CH2:32][CH2:33][N:28]([C:25]2[CH:26]=[CH:27][C:22]([O:21][CH2:20][C@@H:15]3[O:14][C:13]4=[N:12][C:11]([N+:8]([O-:10])=[O:9])=[CH:19][N:18]4[CH2:17][CH2:16]3)=[CH:23][CH:24]=2)[CH2:29][CH2:30]1)=[O:35])[CH3:38]. (4) Given the reactants [H-].[Na+].[CH3:3][O:4][CH2:5][CH2:6][O:7][CH2:8][CH2:9][OH:10].CN(C=O)C.N1([C:21]([CH:23]2[C:36](=[O:37])[C:35]3[C:26](=[C:27]4[C:32](=[CH:33][CH:34]=3)[CH:31]=[CH:30][CH:29]=[N:28]4)[N:25]=[CH:24]2)=[O:22])C=CN=C1, predict the reaction product. The product is: [CH3:3][O:4][CH2:5][CH2:6][O:7][CH2:8][CH2:9][O:10][C:21]([CH:23]1[C:36](=[O:37])[C:35]2[C:26](=[C:27]3[C:32](=[CH:33][CH:34]=2)[CH:31]=[CH:30][CH:29]=[N:28]3)[N:25]=[CH:24]1)=[O:22]. (5) Given the reactants C(Cl)CCl.[Cl:5][C:6]1[CH:7]=[CH:8][C:9]2[N:10]([CH:12]=[C:13]([NH2:15])[N:14]=2)[N:11]=1.[C:16]([O:20][C:21]([N:23]1[CH2:27][CH2:26][CH2:25][C@@H:24]1[C:28](O)=[O:29])=[O:22])([CH3:19])([CH3:18])[CH3:17].O, predict the reaction product. The product is: [Cl:5][C:6]1[CH:7]=[CH:8][C:9]2[N:10]([CH:12]=[C:13]([NH:15][C:28]([C@H:24]3[CH2:25][CH2:26][CH2:27][N:23]3[C:21]([O:20][C:16]([CH3:19])([CH3:18])[CH3:17])=[O:22])=[O:29])[N:14]=2)[N:11]=1.